From a dataset of Full USPTO retrosynthesis dataset with 1.9M reactions from patents (1976-2016). Predict the reactants needed to synthesize the given product. (1) Given the product [Br:19][C:20]1[CH:25]=[CH:24][CH:23]=[CH:22][C:21]=1[CH2:26][CH2:27][C:28]([NH:2][C@H:3]1[CH2:7][N:6]([C:8]([O:10][C:11]([CH3:12])([CH3:13])[CH3:14])=[O:9])[C@H:5]([C:15]([O:17][CH3:18])=[O:16])[CH2:4]1)=[O:29], predict the reactants needed to synthesize it. The reactants are: Cl.[NH2:2][C@H:3]1[CH2:7][N:6]([C:8]([O:10][C:11]([CH3:14])([CH3:13])[CH3:12])=[O:9])[C@H:5]([C:15]([O:17][CH3:18])=[O:16])[CH2:4]1.[Br:19][C:20]1[CH:25]=[CH:24][CH:23]=[CH:22][C:21]=1[CH2:26][CH2:27][C:28](O)=[O:29].C(Cl)CCl.C1C=CC2N(O)N=NC=2C=1.CCN(C(C)C)C(C)C. (2) Given the product [CH3:38][S:39]([OH:42])(=[O:41])=[O:40].[Cl:34][C:31]1[S:30][C:29]([C:27]([NH:26][C:25]2[C:20]([C:19]([NH:18][C:15]3[CH:14]=[CH:13][C:12]([N:11]4[CH2:10][CH2:9][O:8][C:36]4=[NH:37])=[CH:17][CH:16]=3)=[O:35])=[CH:21][N:22]=[CH:23][CH:24]=2)=[O:28])=[CH:33][CH:32]=1, predict the reactants needed to synthesize it. The reactants are: [Si]([O:8][CH2:9][CH2:10][N:11]([C:36]#[N:37])[C:12]1[CH:17]=[CH:16][C:15]([NH:18][C:19](=[O:35])[C:20]2[C:25]([NH:26][C:27]([C:29]3[S:30][C:31]([Cl:34])=[CH:32][CH:33]=3)=[O:28])=[CH:24][CH:23]=[N:22][CH:21]=2)=[CH:14][CH:13]=1)(C(C)(C)C)(C)C.[CH3:38][S:39]([OH:42])(=[O:41])=[O:40]. (3) Given the product [C:37]([OH:44])(=[O:43])/[CH:38]=[CH:39]\[C:40]([OH:42])=[O:41].[C:37]([OH:44])(=[O:43])/[CH:38]=[CH:39]\[C:40]([OH:42])=[O:41].[C:37]([OH:44])(=[O:43])/[CH:38]=[CH:39]\[C:40]([OH:42])=[O:41].[CH3:1][N:2]1[CH2:3][CH2:4][N:5]([C@H:8]2[CH2:13][CH2:12][CH2:11][C@H:10]([N:14]3[C:18]4[N:19]=[CH:20][N:21]=[C:22]([NH2:23])[C:17]=4[C:16]([C:24]4[CH:29]=[CH:28][C:27]([O:30][C:31]5[CH:36]=[CH:35][CH:34]=[CH:33][CH:32]=5)=[CH:26][CH:25]=4)=[CH:15]3)[CH2:9]2)[CH2:6][CH2:7]1, predict the reactants needed to synthesize it. The reactants are: [CH3:1][N:2]1[CH2:7][CH2:6][N:5]([C@H:8]2[CH2:13][CH2:12][CH2:11][C@H:10]([N:14]3[C:18]4[N:19]=[CH:20][N:21]=[C:22]([NH2:23])[C:17]=4[C:16]([C:24]4[CH:29]=[CH:28][C:27]([O:30][C:31]5[CH:36]=[CH:35][CH:34]=[CH:33][CH:32]=5)=[CH:26][CH:25]=4)=[CH:15]3)[CH2:9]2)[CH2:4][CH2:3]1.[C:37]([OH:44])(=[O:43])/[CH:38]=[CH:39]\[C:40]([OH:42])=[O:41]. (4) Given the product [CH3:1][C:2]1[CH:6]=[C:5]([NH:7][C:8]2[CH:13]=[C:12]([N:36]3[CH2:37][C:34]([CH:31]4[CH2:33][CH2:32]4)([OH:38])[CH2:35]3)[N:11]=[C:10]([S:15][C:16]3[CH:21]=[CH:20][C:19]([NH:22][C:23]([CH:25]4[CH2:29][CH2:28][CH2:27][CH2:26]4)=[O:24])=[CH:18][CH:17]=3)[N:9]=2)[NH:4][N:3]=1, predict the reactants needed to synthesize it. The reactants are: [CH3:1][C:2]1[CH:6]=[C:5]([NH:7][C:8]2[CH:13]=[C:12](Cl)[N:11]=[C:10]([S:15][C:16]3[CH:21]=[CH:20][C:19]([NH:22][C:23]([CH:25]4[CH2:29][CH2:28][CH2:27][CH2:26]4)=[O:24])=[CH:18][CH:17]=3)[N:9]=2)[NH:4][N:3]=1.Cl.[CH:31]1([C:34]2([OH:38])[CH2:37][NH:36][CH2:35]2)[CH2:33][CH2:32]1.C(N(C(C)C)CC)(C)C. (5) Given the product [Cl:29][C:30]1[CH:35]=[C:34]([C:2]2[N:3]=[C:4]3[C:9](=[CH:10][CH:11]=2)[N:8]=[CH:7][C:6]([C:12](=[O:14])[CH3:13])=[C:5]3[NH:15][C@H:16]2[CH2:17][CH2:18][C@H:19]([CH2:22][N:23]3[CH2:24][CH2:25][O:26][CH2:27][CH2:28]3)[CH2:20][CH2:21]2)[CH:33]=[C:32]([Cl:45])[C:31]=1[OH:46], predict the reactants needed to synthesize it. The reactants are: Cl[C:2]1[N:3]=[C:4]2[C:9](=[CH:10][CH:11]=1)[N:8]=[CH:7][C:6]([C:12](=[O:14])[CH3:13])=[C:5]2[NH:15][CH:16]1[CH2:21][CH2:20][CH:19]([CH2:22][N:23]2[CH2:28][CH2:27][O:26][CH2:25][CH2:24]2)[CH2:18][CH2:17]1.[Cl:29][C:30]1[CH:35]=[C:34](B2OC(C)(C)C(C)(C)O2)[CH:33]=[C:32]([Cl:45])[C:31]=1[OH:46]. (6) Given the product [NH2:17][C:14]1[CH:15]=[CH:16][C:11]([C:10]([NH:9][NH:8][C@H:7]([C:6]([OH:38])=[O:5])[CH2:29][CH2:30][C:31]([OH:33])=[O:32])=[O:28])=[C:12]([N+:25]([O-:27])=[O:26])[CH:13]=1, predict the reactants needed to synthesize it. The reactants are: C([O:5][C:6](=[O:38])[C@H:7]([CH2:29][CH2:30][C:31]([O:33]C(C)(C)C)=[O:32])[NH:8][NH:9][C:10](=[O:28])[C:11]1[CH:16]=[CH:15][C:14]([NH:17]C(OC(C)(C)C)=O)=[CH:13][C:12]=1[N+:25]([O-:27])=[O:26])(C)(C)C.FC(F)(F)C(O)=O. (7) Given the product [Br:1][C:2]1[CH:7]=[CH:6][N:5]=[C:4]([C:8]([NH:53][CH2:52][C:49]2[CH:50]=[CH:51][C:46]([O:45][CH3:44])=[CH:47][CH:48]=2)=[O:10])[CH:3]=1, predict the reactants needed to synthesize it. The reactants are: [Br:1][C:2]1[CH:7]=[CH:6][N:5]=[C:4]([C:8]([OH:10])=O)[CH:3]=1.CN(C(ON1N=NC2C=CC=NC1=2)=[N+](C)C)C.F[P-](F)(F)(F)(F)F.C(N(C(C)C)C(C)C)C.[CH3:44][O:45][C:46]1[CH:51]=[CH:50][C:49]([CH2:52][NH2:53])=[CH:48][CH:47]=1.[OH-].[Na+].